Dataset: Forward reaction prediction with 1.9M reactions from USPTO patents (1976-2016). Task: Predict the product of the given reaction. (1) Given the reactants [F:1][C:2]1[CH:3]=[C:4](/[CH:16]=[C:17](\[CH3:23])/[C:18](OCC)=[O:19])[CH:5]=[C:6]([F:15])[C:7]=1[O:8][C:9]1[CH:14]=[CH:13][CH:12]=[CH:11][CH:10]=1.CC(C[AlH]CC(C)C)C, predict the reaction product. The product is: [F:1][C:2]1[CH:3]=[C:4](/[CH:16]=[C:17](\[CH3:23])/[CH2:18][OH:19])[CH:5]=[C:6]([F:15])[C:7]=1[O:8][C:9]1[CH:14]=[CH:13][CH:12]=[CH:11][CH:10]=1. (2) Given the reactants [CH3:1][S:2]([N:5]1[C:9]2=[CH:10][CH:11]=[C:12]3[C:17]([N:16]=[C:15]([C:18]4[CH:24]=[CH:23][C:21]([NH2:22])=[CH:20][CH:19]=4)[N:14]=[C:13]3[N:25]3[CH2:30][CH2:29][O:28][CH2:27][CH2:26]3)=[C:8]2[CH:7]=[CH:6]1)(=[O:4])=[O:3].ClC(Cl)(OC(=O)OC(Cl)(Cl)Cl)Cl.Cl[C:44]([O:46][CH2:47][CH2:48][CH3:49])=[O:45], predict the reaction product. The product is: [CH3:1][S:2]([N:5]1[C:9]2=[CH:10][CH:11]=[C:12]3[C:17]([N:16]=[C:15]([C:18]4[CH:19]=[CH:20][C:21]([NH:22][C:44](=[O:45])[O:46][CH2:47][CH2:48][CH3:49])=[CH:23][CH:24]=4)[N:14]=[C:13]3[N:25]3[CH2:30][CH2:29][O:28][CH2:27][CH2:26]3)=[C:8]2[CH:7]=[CH:6]1)(=[O:4])=[O:3]. (3) Given the reactants O1CCCC1.[Cl:6][C:7]1[CH:12]=[CH:11][C:10]([Mg]Br)=[CH:9][CH:8]=1.[CH3:15][C:16]1([CH3:35])[CH2:21][CH2:20][C:19](=[O:22])/[C:18](=[CH:23]/[O:24][Si:25]([CH:32]([CH3:34])[CH3:33])([CH:29]([CH3:31])[CH3:30])[CH:26]([CH3:28])[CH3:27])/[CH2:17]1, predict the reaction product. The product is: [Cl:6][C:7]1[CH:12]=[CH:11][C:10]([C:19]2([OH:22])[CH2:20][CH2:21][C:16]([CH3:15])([CH3:35])[CH2:17]/[C:18]/2=[CH:23]\[O:24][Si:25]([CH:26]([CH3:28])[CH3:27])([CH:32]([CH3:34])[CH3:33])[CH:29]([CH3:31])[CH3:30])=[CH:9][CH:8]=1. (4) The product is: [CH3:17][CH2:16][N:18]([CH2:21][CH3:22])[CH2:19][CH3:20].[CH3:2][OH:1]. Given the reactants [OH:1][C:2]1C2C(=CC=CC=2)OC(=O)C=1.Cl.ON.[CH2:16]([N:18]([CH2:21][CH3:22])[CH2:19][CH3:20])[CH3:17], predict the reaction product. (5) Given the reactants [CH3:1][N:2]([CH2:33][CH2:34][C:35]([O:37]C(C)(C)C)=[O:36])[C:3](=[O:32])[C:4]1[CH:9]=[CH:8][C:7]([CH:10]([NH:14][C:15]2[CH:16]=[N:17][C:18]([N:21]3[CH:25]=[C:24]([C:26]4[CH:31]=[CH:30][CH:29]=[CH:28][CH:27]=4)[CH:23]=[N:22]3)=[CH:19][CH:20]=2)[CH2:11][CH2:12][CH3:13])=[CH:6][CH:5]=1.C(O)(C(F)(F)F)=O.CC#N, predict the reaction product. The product is: [CH3:1][N:2]([CH2:33][CH2:34][C:35]([OH:37])=[O:36])[C:3](=[O:32])[C:4]1[CH:9]=[CH:8][C:7]([CH:10]([NH:14][C:15]2[CH:16]=[N:17][C:18]([N:21]3[CH:25]=[C:24]([C:26]4[CH:27]=[CH:28][CH:29]=[CH:30][CH:31]=4)[CH:23]=[N:22]3)=[CH:19][CH:20]=2)[CH2:11][CH2:12][CH3:13])=[CH:6][CH:5]=1. (6) Given the reactants [F:1][C:2]1[CH:7]=[CH:6][CH:5]=[CH:4][C:3]=1[C:8]1[NH:12][CH:11]=[C:10]([CH2:13][OH:14])[C:9]=1[CH3:15].C[N+]1([O-])CCOCC1, predict the reaction product. The product is: [F:1][C:2]1[CH:7]=[CH:6][CH:5]=[CH:4][C:3]=1[C:8]1[NH:12][CH:11]=[C:10]([CH:13]=[O:14])[C:9]=1[CH3:15].